Predict the reaction yield, written as a fraction of the theoretical maximum amount of product (1.0 means a 100% yield; for example, 0.34 means a 34% yield). From a dataset of Reaction yield outcomes from USPTO patents with 853,638 reactions. (1) The reactants are [N-:1]=[N+]=[N-].[Na+].C(O)(=O)C.[C:9]1(=[O:20])[C:18]2[C:13](=[CH:14][CH:15]=[CH:16][CH:17]=2)[C:12](=[O:19])[CH:11]=[CH:10]1. The catalyst is O.C1COCC1.O. The product is [NH2:1][C:11]1[C:12](=[O:19])[C:13]2[C:18]([C:9](=[O:20])[CH:10]=1)=[CH:17][CH:16]=[CH:15][CH:14]=2. The yield is 0.960. (2) The yield is 0.980. The catalyst is CO.O.Cl. The product is [F:1][C:2]1[CH:18]=[CH:17][CH:16]=[CH:15][C:3]=1[CH2:4][C:5]1[S:9][C:8]([CH:10]=[O:11])=[CH:7][CH:6]=1. The reactants are [F:1][C:2]1[CH:18]=[CH:17][CH:16]=[CH:15][C:3]=1[CH2:4][C:5]1[S:9][C:8]([CH:10]2OCC[O:11]2)=[CH:7][CH:6]=1.C(=O)(O)[O-].[Na+]. (3) The reactants are [Cl:1][C:2]1[CH:3]=[C:4]([C:9]2([CH3:24])[CH:18]([C:19]([O:21][CH3:22])=[O:20])[C:17](=[O:23])[C:16]3[C:11](=[CH:12][CH:13]=[CH:14][CH:15]=3)[O:10]2)[CH:5]=[CH:6][C:7]=1[Cl:8].[BH4-].[Na+]. The catalyst is C1COCC1.CO. The product is [Cl:1][C:2]1[CH:3]=[C:4]([C:9]2([CH3:24])[CH:18]([C:19]([O:21][CH3:22])=[O:20])[CH:17]([OH:23])[C:16]3[C:11](=[CH:12][CH:13]=[CH:14][CH:15]=3)[O:10]2)[CH:5]=[CH:6][C:7]=1[Cl:8]. The yield is 0.980. (4) The reactants are [CH:1]([N:4]1[C:8]2[N:9]=[C:10]3[CH2:16][NH:15][CH2:14][CH2:13][CH2:12][N:11]3[C:17](=[O:18])[C:7]=2[CH:6]=[N:5]1)([CH3:3])[CH3:2].[CH3:19][O:20][C:21]1[CH:28]=[CH:27][C:24]([CH:25]=O)=[CH:23][CH:22]=1.C(O[BH-](OC(=O)C)OC(=O)C)(=O)C.[Na+].O. The catalyst is ClCCl. The product is [CH:1]([N:4]1[C:8]2[N:9]=[C:10]3[CH2:16][N:15]([CH2:25][C:24]4[CH:27]=[CH:28][C:21]([O:20][CH3:19])=[CH:22][CH:23]=4)[CH2:14][CH2:13][CH2:12][N:11]3[C:17](=[O:18])[C:7]=2[CH:6]=[N:5]1)([CH3:3])[CH3:2]. The yield is 0.260.